From a dataset of Forward reaction prediction with 1.9M reactions from USPTO patents (1976-2016). Predict the product of the given reaction. (1) Given the reactants ClC1C=CC(SCCCCCCCC(O)=O)=CC=1.[SH:19][C:20]1[CH:25]=[CH:24][CH:23]=[CH:22][C:21]=1[OH:26].Br[CH2:28][C:29]1[CH:37]=[CH:36][C:32]([C:33]([OH:35])=[O:34])=[CH:31][CH:30]=1.[OH-].[K+], predict the reaction product. The product is: [OH:26][C:21]1[CH:22]=[CH:23][CH:24]=[CH:25][C:20]=1[S:19][CH2:28][C:29]1[CH:37]=[CH:36][C:32]([C:33]([OH:35])=[O:34])=[CH:31][CH:30]=1. (2) Given the reactants [Cl:1][C:2]1[CH:9]=[CH:8][C:5]([C:6]#[N:7])=[CH:4][C:3]=1[CH3:10].[C:11]1([Mg]Br)[CH:16]=[CH:15][CH:14]=[CH:13][CH:12]=1, predict the reaction product. The product is: [Cl:1][C:2]1[CH:9]=[CH:8][C:5]([CH:6]([C:11]2[CH:16]=[CH:15][CH:14]=[CH:13][CH:12]=2)[NH2:7])=[CH:4][C:3]=1[CH3:10]. (3) Given the reactants [CH3:1][N:2]1[C:10]([C:11]([O:13]C)=[O:12])=[C:9]2[C:4]([CH:5]=[CH:6][CH:7]=[CH:8]2)=[N:3]1.[OH-].[Na+], predict the reaction product. The product is: [CH3:1][N:2]1[C:10]([C:11]([OH:13])=[O:12])=[C:9]2[C:4]([CH:5]=[CH:6][CH:7]=[CH:8]2)=[N:3]1. (4) Given the reactants [F:1][C:2]1[CH:9]=[CH:8][C:5]([CH:6]=O)=[CH:4][CH:3]=1.Br.Br.Br.[CH2:13]([C:15]1[C:16]([C:23]2[CH:31]=[C:30]3[C:26]([C:27]([C:32]4[NH:33][C:34]5[CH2:39][CH2:38][NH:37][CH2:36][C:35]=5[N:40]=4)=[N:28][NH:29]3)=[CH:25][CH:24]=2)=[CH:17][C:18]([F:22])=[C:19]([OH:21])[CH:20]=1)[CH3:14], predict the reaction product. The product is: [CH2:13]([C:15]1[C:16]([C:23]2[CH:31]=[C:30]3[C:26]([C:27]([C:32]4[NH:33][C:34]5[CH2:39][CH2:38][N:37]([CH2:6][C:5]6[CH:8]=[CH:9][C:2]([F:1])=[CH:3][CH:4]=6)[CH2:36][C:35]=5[N:40]=4)=[N:28][NH:29]3)=[CH:25][CH:24]=2)=[CH:17][C:18]([F:22])=[C:19]([OH:21])[CH:20]=1)[CH3:14]. (5) The product is: [Cl:16][C:17]1[CH:22]=[C:21]([O:23][CH2:24][C:25]2[CH:30]=[CH:29][CH:28]=[CH:27][CH:26]=2)[CH:20]=[C:19]([Cl:31])[C:18]=1[O:1][CH2:2][CH:3]1[CH2:8][CH2:7][N:6]([C:9]([O:11][C:12]([CH3:15])([CH3:14])[CH3:13])=[O:10])[CH2:5][CH2:4]1. Given the reactants [OH:1][CH2:2][CH:3]1[CH2:8][CH2:7][N:6]([C:9]([O:11][C:12]([CH3:15])([CH3:14])[CH3:13])=[O:10])[CH2:5][CH2:4]1.[Cl:16][C:17]1[CH:22]=[C:21]([O:23][CH2:24][C:25]2[CH:30]=[CH:29][CH:28]=[CH:27][CH:26]=2)[CH:20]=[C:19]([Cl:31])[C:18]=1O.C1(P(C2C=CC=CC=2)C2C=CC=CC=2)C=CC=CC=1.N(C(OC(C)C)=O)=NC(OC(C)C)=O, predict the reaction product. (6) Given the reactants C([O:3][C:4](=[O:14])[CH2:5][O:6][C:7]1[CH:8]=[N:9][C:10]([Cl:13])=[CH:11][CH:12]=1)C.[Li+].[OH-], predict the reaction product. The product is: [Cl:13][C:10]1[N:9]=[CH:8][C:7]([O:6][CH2:5][C:4]([OH:14])=[O:3])=[CH:12][CH:11]=1. (7) Given the reactants [C:1]([C:3]1[CH:4]=[C:5]([CH:10]=[CH:11][C:12]=1[O:13][CH3:14])[C:6]([O:8]C)=[O:7])#[N:2].CO.[Li+].[OH-].Cl, predict the reaction product. The product is: [C:1]([C:3]1[CH:4]=[C:5]([CH:10]=[CH:11][C:12]=1[O:13][CH3:14])[C:6]([OH:8])=[O:7])#[N:2]. (8) Given the reactants [F:1][C:2]1[CH:7]=[C:6]([CH:8]2OC(C)(C)C(C)(C)O2)[CH:5]=[CH:4][C:3]=1[C:17]1[CH:26]=[N:25][C:24]2[NH:23][CH2:22][CH2:21][O:20][C:19]=2[CH:18]=1.Br[C:28]1[CH:33]=[CH:32][CH:31]=C[C:29]=1[S:34]([NH:37][C@H:38]([CH3:41])[CH2:39][OH:40])(=[O:36])=[O:35], predict the reaction product. The product is: [O:20]1[CH2:21][CH2:22][NH:23][C:24]2[N:25]=[CH:26][C:17]([C:3]3[CH:4]=[CH:5][C:6]([C:8]4[C:29]([S:34]([NH:37][C@H:38]([CH3:41])[CH2:39][OH:40])(=[O:35])=[O:36])=[CH:28][CH:33]=[CH:32][CH:31]=4)=[CH:7][C:2]=3[F:1])=[CH:18][C:19]1=2. (9) The product is: [F:8][C:6]1[CH:5]=[C:4]([C:9]2[C:10]([CH:19]=[O:20])=[CH:11][CH:12]=[C:13]3[C:18]=2[N:17]=[CH:16][CH:15]=[CH:14]3)[CH:3]=[C:2]([F:1])[CH:7]=1. Given the reactants [F:1][C:2]1[CH:3]=[C:4]([C:9]2[C:10]([CH2:19][OH:20])=[CH:11][CH:12]=[C:13]3[C:18]=2[N:17]=[CH:16][CH:15]=[CH:14]3)[CH:5]=[C:6]([F:8])[CH:7]=1.I(C1C=CC=CC=1C(O)=O)(=O)=O.CS(C)=O, predict the reaction product. (10) The product is: [N:1]1([S:10]([C:13]2[CH:22]=[CH:21][C:20]([O:23][CH3:24])=[C:19]3[C:14]=2[CH2:15][CH2:16][C@H:17]([NH2:25])[CH2:18]3)(=[O:11])=[O:12])[C:9]2[C:4](=[CH:5][CH:6]=[CH:7][CH:8]=2)[CH2:3][CH2:2]1. Given the reactants [N:1]1([S:10]([C:13]2[CH:22]=[CH:21][C:20]([O:23][CH3:24])=[C:19]3[C:14]=2[CH2:15][CH2:16][C@H:17]([NH:25]C(=O)C(F)(F)F)[CH2:18]3)(=[O:12])=[O:11])[C:9]2[C:4](=[CH:5][CH:6]=[CH:7][CH:8]=2)[CH2:3][CH2:2]1.[OH-].[Na+].Cl.C([O-])(O)=O.[Na+], predict the reaction product.